This data is from Catalyst prediction with 721,799 reactions and 888 catalyst types from USPTO. The task is: Predict which catalyst facilitates the given reaction. Reactant: [O:1]([C:8]1[CH:13]=[CH:12][C:11]([C:14]2[C:22]3[C:21]([NH2:23])=[N:20][CH:19]=[N:18][C:17]=3[NH:16][CH:15]=2)=[CH:10][CH:9]=1)[C:2]1[CH:7]=[CH:6][CH:5]=[CH:4][CH:3]=1.Cl[C:25]1[N:32]=[CH:31][CH:30]=[CH:29][C:26]=1[C:27]#[N:28].[H-].[Na+]. Product: [NH2:23][C:21]1[C:22]2[C:14]([C:11]3[CH:10]=[CH:9][C:8]([O:1][C:2]4[CH:7]=[CH:6][CH:5]=[CH:4][CH:3]=4)=[CH:13][CH:12]=3)=[CH:15][N:16]([C:25]3[C:26]([C:27]#[N:28])=[CH:29][CH:30]=[CH:31][N:32]=3)[C:17]=2[N:18]=[CH:19][N:20]=1. The catalyst class is: 9.